Dataset: Full USPTO retrosynthesis dataset with 1.9M reactions from patents (1976-2016). Task: Predict the reactants needed to synthesize the given product. Given the product [CH2:3]([NH:2][C:6]1[CH:7]=[C:8]2[CH:14]=[CH:13][NH:12][C:9]2=[N:10][CH:11]=1)[CH3:4], predict the reactants needed to synthesize it. The reactants are: C[N:2]([C:6]1[CH:7]=[C:8]2[CH:14]=[CH:13][N:12]([Si](C(C)C)(C(C)C)C(C)C)[C:9]2=[N:10][CH:11]=1)[C:3](=O)[CH3:4].Cl.[OH-].[Na+].